From a dataset of Forward reaction prediction with 1.9M reactions from USPTO patents (1976-2016). Predict the product of the given reaction. (1) Given the reactants [NH2:1][C:2]1[C:9]([Cl:10])=[CH:8][C:5]([C:6]#[N:7])=[CH:4][N:3]=1.[CH2:11](Br)[C:12]1[CH:17]=[CH:16][CH:15]=[CH:14][CH:13]=1.C(=O)([O-])[O-].[Cs+].[Cs+], predict the reaction product. The product is: [CH2:11]([NH:1][C:2]1[C:9]([Cl:10])=[CH:8][C:5]([C:6]#[N:7])=[CH:4][N:3]=1)[C:12]1[CH:17]=[CH:16][CH:15]=[CH:14][CH:13]=1. (2) Given the reactants [NH2:1][CH:2]1[CH2:7][CH2:6][CH:5]([O:8][C:9](=[O:11])[CH3:10])[CH2:4][CH:3]1[C:12]1[CH:17]=[CH:16][C:15]([O:18][CH3:19])=[C:14]([O:20][CH3:21])[CH:13]=1.[CH3:22][O:23][C:24](=[O:34])[C:25]1[CH:33]=[CH:32][C:28]([C:29](O)=[O:30])=[CH:27][CH:26]=1.Cl.C(N=C=NCCCN(C)C)C.Cl, predict the reaction product. The product is: [CH3:22][O:23][C:24]([C:25]1[CH:33]=[CH:32][C:28]([C:29]([NH:1][CH:2]2[CH2:7][CH2:6][CH:5]([O:8][C:9](=[O:11])[CH3:10])[CH2:4][CH:3]2[C:12]2[CH:17]=[CH:16][C:15]([O:18][CH3:19])=[C:14]([O:20][CH3:21])[CH:13]=2)=[O:30])=[CH:27][CH:26]=1)=[O:34]. (3) Given the reactants [Br:1][C:2]1[N:6]2[CH:7]=[C:8]([I:15])[CH:9]=[C:10]([C:11]([F:14])([F:13])[F:12])[C:5]2=[N:4][C:3]=1[C:16]([OH:18])=O.[NH:19]1[CH2:24][CH2:23][CH:22]([N:25]2[C:29](=[O:30])[CH2:28][O:27][C:26]2=[O:31])[CH2:21][CH2:20]1.C(N(CC)C(C)C)(C)C.CN(C(ON1N=NC2C=CC=NC1=2)=[N+](C)C)C.F[P-](F)(F)(F)(F)F, predict the reaction product. The product is: [Br:1][C:2]1[N:6]2[CH:7]=[C:8]([I:15])[CH:9]=[C:10]([C:11]([F:12])([F:13])[F:14])[C:5]2=[N:4][C:3]=1[C:16]([N:19]1[CH2:20][CH2:21][CH:22]([N:25]2[C:29](=[O:30])[CH2:28][O:27][C:26]2=[O:31])[CH2:23][CH2:24]1)=[O:18]. (4) Given the reactants O=C1NCCN(S(C2C=CC(C)=CC=2)(=O)=O)[C@@H]1CC1N=NN(CCC2C=CC(C#N)=CC=2)C=1.[NH:34]1[CH2:38][CH2:37][N:36]=[C:35]1[C:39]1[CH:69]=[CH:68][C:42]([CH2:43][CH2:44][N:45]2[CH:49]=[C:48]([CH2:50][C@H:51]3[N:56]([S:57]([C:60]4[CH:66]=[CH:65][C:63]([CH3:64])=[CH:62][CH:61]=4)(=[O:59])=[O:58])[CH2:55][CH2:54][NH:53][C:52]3=[O:67])[N:47]=[N:46]2)=[CH:41][CH:40]=1.C(N)CN, predict the reaction product. The product is: [NH:36]1[CH2:37][CH2:38][N:34]=[C:35]1[C:39]1[CH:40]=[CH:41][C:42]([CH2:43][CH2:44][N:45]2[CH:49]=[C:48]([CH2:50][C@H:51]3[N:56]([S:57]([C:60]4[CH:66]=[CH:65][C:63]([CH3:64])=[CH:62][CH:61]=4)(=[O:59])=[O:58])[CH2:55][CH2:54][NH:53][C:52]3=[O:67])[N:47]=[N:46]2)=[CH:68][CH:69]=1. (5) Given the reactants [NH:1]1[CH2:4][CH:3]([CH2:5][NH:6][C:7](=[O:16])[O:8][CH2:9][C:10]2[CH:15]=[CH:14][CH:13]=[CH:12][CH:11]=2)[CH2:2]1.[CH:17]([C:19]1[C:20]([F:31])=[CH:21][N:22]=[C:23]2[C:28]=1[N:27]=[C:26]([O:29][CH3:30])[CH:25]=[CH:24]2)=[CH2:18], predict the reaction product. The product is: [F:31][C:20]1[CH:21]=[N:22][C:23]2[C:28]([C:19]=1[CH2:17][CH2:18][N:1]1[CH2:4][CH:3]([CH2:5][NH:6][C:7](=[O:16])[O:8][CH2:9][C:10]3[CH:15]=[CH:14][CH:13]=[CH:12][CH:11]=3)[CH2:2]1)=[N:27][C:26]([O:29][CH3:30])=[CH:25][CH:24]=2. (6) Given the reactants I.[NH2:2][N:3]=[C:4]([NH:7][CH3:8])[NH:5][CH3:6].Cl.[N:10]1[CH:15]=[C:14]([C:16](Cl)=O)[CH:13]=[N:12][CH:11]=1.CCO, predict the reaction product. The product is: [CH3:8][NH:7][C:4]1[N:5]([CH3:6])[C:16]([C:14]2[CH:15]=[N:10][CH:11]=[N:12][CH:13]=2)=[N:2][N:3]=1. (7) Given the reactants [C:1]([NH:8][C@H:9]([C:17]([OH:19])=O)[CH2:10][C:11]1[CH:16]=[CH:15][CH:14]=[CH:13][CH:12]=1)([O:3][C:4]([CH3:7])([CH3:6])[CH3:5])=[O:2].C1CCC(N=C=NC2CCCCC2)CC1.[C:35](=[N:38]O)([NH2:37])[CH3:36].N1C=CC=CC=1, predict the reaction product. The product is: [C:4]([O:3][C:1](=[O:2])[NH:8][C@@H:9]([C:17]1[O:19][N:38]=[C:35]([CH3:36])[N:37]=1)[CH2:10][C:11]1[CH:12]=[CH:13][CH:14]=[CH:15][CH:16]=1)([CH3:5])([CH3:6])[CH3:7]. (8) Given the reactants Br[C:2]1[CH:19]=[CH:18][C:5]2[CH2:6][N:7]([C:11]([O:13][C:14]([CH3:17])([CH3:16])[CH3:15])=[O:12])[CH2:8][CH2:9][O:10][C:4]=2[CH:3]=1.[CH3:20][C@H:21]1[O:26][C@@H:25]([CH3:27])[CH2:24][NH:23][CH2:22]1.CC(C)([O-])C.[Na+].O1CCOCC1, predict the reaction product. The product is: [CH3:27][C@H:25]1[O:26][C@@H:21]([CH3:20])[CH2:22][N:23]([C:2]2[CH:19]=[CH:18][C:5]3[CH2:6][N:7]([C:11]([O:13][C:14]([CH3:17])([CH3:16])[CH3:15])=[O:12])[CH2:8][CH2:9][O:10][C:4]=3[CH:3]=2)[CH2:24]1.